From a dataset of Reaction yield outcomes from USPTO patents with 853,638 reactions. Predict the reaction yield, written as a fraction of the theoretical maximum amount of product (1.0 means a 100% yield; for example, 0.34 means a 34% yield). (1) The reactants are [NH2:1][CH2:2][CH2:3][CH2:4][CH2:5][CH2:6][CH2:7][OH:8].[OH-].[Na+].[C:11]([O:15][C:16](O[C:16]([O:15][C:11]([CH3:14])([CH3:13])[CH3:12])=[O:17])=[O:17])([CH3:14])([CH3:13])[CH3:12].O. The catalyst is CN(C=O)C.ClCCl. The product is [C:11]([O:15][C:16]([NH:1][CH2:2][CH2:3][CH2:4][CH2:5][CH2:6][CH2:7][OH:8])=[O:17])([CH3:14])([CH3:13])[CH3:12]. The yield is 0.763. (2) The reactants are C[C:2]1[C:3](=[O:17])[CH2:4][CH2:5][N:6]2[C:11]=1[CH2:10][CH2:9][C:8]1[CH:12]=[C:13](C)[CH:14]=[CH:15][C:7]2=1.COC=CC(O[Si](C)(C)C)=C. The catalyst is C(Cl)Cl.Cl[Ti](Cl)(Cl)Cl. The product is [CH:5]1[N:6]2[CH:11]([CH2:2][C:3](=[O:17])[CH:4]=1)[CH2:10][CH2:9][C:8]1[CH:12]=[CH:13][CH:14]=[CH:15][C:7]2=1. The yield is 0.250. (3) The reactants are Br[C:2]1[CH:3]=[C:4]([NH:10][C:11]2[CH:15]=[C:14]([CH3:16])[NH:13][N:12]=2)[C:5](=[O:9])[N:6]([CH3:8])[CH:7]=1.[C:17]([O:20][CH2:21][C:22]1[C:23]([N:31]2[N:40]=[CH:39][C:38]3[C:33](=[C:34]([F:45])[CH:35]=[C:36]([C:41]([CH3:44])([CH3:43])[CH3:42])[CH:37]=3)[C:32]2=[O:46])=[N:24][CH:25]=[CH:26][C:27]=1B(O)O)(=[O:19])[CH3:18].[O-]P([O-])([O-])=O.[K+].[K+].[K+].C([O-])(=O)C.[Na+]. The catalyst is C1C=CC(P(C2C=CC=CC=2)[C-]2C=CC=C2)=CC=1.C1C=CC(P(C2C=CC=CC=2)[C-]2C=CC=C2)=CC=1.Cl[Pd]Cl.[Fe+2].O.C(#N)C. The product is [C:17]([O:20][CH2:21][C:22]1[C:23]([N:31]2[N:40]=[CH:39][C:38]3[C:33](=[C:34]([F:45])[CH:35]=[C:36]([C:41]([CH3:43])([CH3:42])[CH3:44])[CH:37]=3)[C:32]2=[O:46])=[N:24][CH:25]=[CH:26][C:27]=1[C:2]1[CH:3]=[C:4]([NH:10][C:11]2[CH:15]=[C:14]([CH3:16])[NH:13][N:12]=2)[C:5](=[O:9])[N:6]([CH3:8])[CH:7]=1)(=[O:19])[CH3:18]. The yield is 0.350. (4) The reactants are [F:1][C:2]1[C:10]([CH3:11])=[C:9]([F:12])[CH:8]=[CH:7][C:3]=1[C:4]([O-:6])=O.S(Cl)(Cl)=O.[CH3:17][N:18]([CH3:26])[CH:19]=[CH:20][C:21]([O:23][CH2:24][CH3:25])=[O:22].C(N(CC)CC)C. The catalyst is C1(C)C=CC=CC=1.O1CCCC1.CCCCCC.CN(C)C=O. The product is [F:1][C:2]1[C:10]([CH3:11])=[C:9]([F:12])[CH:8]=[CH:7][C:3]=1[C:4]([C:20](=[CH:19][N:18]([CH3:26])[CH3:17])[C:21]([O:23][CH2:24][CH3:25])=[O:22])=[O:6]. The yield is 0.780. (5) The reactants are I[C:2]1[O:3][C:4]([C:10]2[CH:15]=[CH:14][C:13]([O:16][CH3:17])=[CH:12][CH:11]=2)=[C:5]([C:7]([NH2:9])=[O:8])[N:6]=1.[NH:18]1[C:22](B(O)O)=[CH:21][CH:20]=[N:19]1.C(=O)([O-])[O-].[Na+].[Na+]. The catalyst is C(#N)C.CS(C)=O.CCOC(C)=O.C1C=CC(P(C2C=CC=CC=2)[C-]2C=CC=C2)=CC=1.C1C=CC(P(C2C=CC=CC=2)[C-]2C=CC=C2)=CC=1.Cl[Pd]Cl.[Fe+2]. The product is [CH3:17][O:16][C:13]1[CH:14]=[CH:15][C:10]([C:4]2[O:3][C:2]([C:20]3[NH:19][N:18]=[CH:22][CH:21]=3)=[N:6][C:5]=2[C:7]([NH2:9])=[O:8])=[CH:11][CH:12]=1. The yield is 0.380. (6) The yield is 1.00. The product is [Br:1][C:2]1[CH:3]=[CH:4][C:5]([N+:19]([O-:21])=[O:20])=[C:6]([CH2:8][C:9]([C:11]2[C:16]([F:17])=[CH:15][CH:14]=[CH:13][C:12]=2[Cl:18])=[O:10])[CH:7]=1. The reactants are [Br:1][C:2]1[CH:3]=[CH:4][C:5]([N+:19]([O-:21])=[O:20])=[C:6]([CH2:8][CH:9]([C:11]2[C:16]([F:17])=[CH:15][CH:14]=[CH:13][C:12]=2[Cl:18])[OH:10])[CH:7]=1.CC(OI1(OC(C)=O)(OC(C)=O)OC(=O)C2C=CC=CC1=2)=O. The catalyst is ClCCl. (7) The reactants are [F:1][C:2]1[CH:7]=[CH:6][CH:5]=[CH:4][C:3]=1[C:8]1[N:12]([S:13]([C:16]2[CH:17]=[N:18][CH:19]=[CH:20][CH:21]=2)(=[O:15])=[O:14])[CH:11]=[C:10]([CH:22]=[O:23])[CH:9]=1.[Br:24]N1C(=O)CCC1=O.C(=O)([O-])O.[Na+]. The catalyst is CN(C)C=O. The product is [Br:24][C:11]1[N:12]([S:13]([C:16]2[CH:17]=[N:18][CH:19]=[CH:20][CH:21]=2)(=[O:15])=[O:14])[C:8]([C:3]2[CH:4]=[CH:5][CH:6]=[CH:7][C:2]=2[F:1])=[CH:9][C:10]=1[CH:22]=[O:23]. The yield is 0.660. (8) The yield is 0.170. The reactants are [F:1][C:2]1[CH:10]=[C:9]2[C:5]([C:6]([C:20]3[CH:21]=[C:22]([NH2:27])[C:23]([NH2:26])=[CH:24][CH:25]=3)=[CH:7][N:8]2[S:11]([C:14]2[CH:19]=[CH:18][CH:17]=[CH:16][CH:15]=2)(=[O:13])=[O:12])=[CH:4][CH:3]=1.FC1C=C2C(C(I)=[CH:34][N:35]2S(C2C=CC=CC=2)(=O)=O)=CC=1.CC1(C)C(C)(C)OB(C2C=CC3N=C(N)NC=3C=2)O1. The product is [F:1][C:2]1[CH:10]=[C:9]2[C:5]([C:6]([C:20]3[CH:25]=[CH:24][C:23]4[N:26]=[C:34]([NH2:35])[NH:27][C:22]=4[CH:21]=3)=[CH:7][N:8]2[S:11]([C:14]2[CH:15]=[CH:16][CH:17]=[CH:18][CH:19]=2)(=[O:13])=[O:12])=[CH:4][CH:3]=1. No catalyst specified. (9) The reactants are [C:1]([NH:5][C:6]1[CH:11]=[CH:10][C:9]([N+:12]([O-:14])=[O:13])=[CH:8][CH:7]=1)([CH3:4])([CH3:3])[CH3:2].[Br:15]Br. The catalyst is CC(O)=O. The product is [Br:15][C:11]1[CH:10]=[C:9]([N+:12]([O-:14])=[O:13])[CH:8]=[CH:7][C:6]=1[NH:5][C:1]([CH3:4])([CH3:2])[CH3:3]. The yield is 0.430. (10) The reactants are [NH2:1][C:2]1[N:13]=[CH:12][C:11](Br)=[CH:10][C:3]=1[C:4]([NH:6][CH:7]1[CH2:9][CH2:8]1)=[O:5].C1C=CC(P(C2C=CC=CC=2)C2C=CC=CC=2)=CC=1.[Cl:34][C:35]1[CH:36]=[C:37](B(O)O)[CH:38]=[CH:39][CH:40]=1.[F-].[Cs+]. The catalyst is [Pd].O.COCCOC. The product is [NH2:1][C:2]1[N:13]=[CH:12][C:11]([C:39]2[CH:38]=[CH:37][CH:36]=[C:35]([Cl:34])[CH:40]=2)=[CH:10][C:3]=1[C:4]([NH:6][CH:7]1[CH2:9][CH2:8]1)=[O:5]. The yield is 0.330.